Dataset: Full USPTO retrosynthesis dataset with 1.9M reactions from patents (1976-2016). Task: Predict the reactants needed to synthesize the given product. (1) Given the product [O:1]=[C:2]1[C:7]2[CH:8]=[CH:9][CH:10]=[CH:11][C:6]=2[S:5][C:4]([C:12]2[N:17]=[C:16]([NH:18][CH2:19][C:20]([OH:22])=[O:21])[N:15]=[CH:14][CH:13]=2)=[N:3]1, predict the reactants needed to synthesize it. The reactants are: [O:1]=[C:2]1[C:7]2[CH:8]=[CH:9][CH:10]=[CH:11][C:6]=2[S:5][C:4]([C:12]2[N:17]=[C:16]([NH:18][CH2:19][C:20]([O:22]C(C)(C)C)=[O:21])[N:15]=[CH:14][CH:13]=2)=[N:3]1.C(OC(C)C)(C)C. (2) Given the product [CH2:7]([NH:14][C@H:15]1[CH2:20][CH2:19][O:18][C@@H:17]([CH2:21][OH:22])[CH2:16]1)[C:8]1[CH:9]=[CH:10][CH:11]=[CH:12][CH:13]=1, predict the reactants needed to synthesize it. The reactants are: [H-].[H-].[H-].[H-].[Li+].[Al+3].[CH2:7]([NH:14][C@H:15]1[CH2:20][CH2:19][O:18][C@@H:17]([C:21](OCC)=[O:22])[CH2:16]1)[C:8]1[CH:13]=[CH:12][CH:11]=[CH:10][CH:9]=1. (3) The reactants are: [NH2:1][CH2:2][C:3]1[CH:7]=[N:6][N:5]([CH2:8][C@@H:9]2[C@H:12]([NH:13][C:14](=[O:30])/[C:15](=[N:22]\[O:23][C:24]([CH3:29])([CH3:28])[C:25]([OH:27])=[O:26])/[C:16]3[N:17]=[C:18]([NH2:21])[S:19][CH:20]=3)[C:11](=[O:31])[N:10]2[S:32]([OH:35])(=[O:34])=[O:33])[N:4]=1.Cl.C([C:39]([NH2:41])=O)C.CCN(C(C)C)C(C)C. Given the product [NH2:21][C:18]1[S:19][CH:20]=[C:16](/[C:15](=[N:22]/[O:23][C:24]([CH3:29])([CH3:28])[C:25]([OH:27])=[O:26])/[C:14]([NH:13][C@@H:12]2[C:11](=[O:31])[N:10]([S:32]([OH:35])(=[O:34])=[O:33])[C@@H:9]2[CH2:8][N:5]2[N:4]=[C:3]([CH2:2][NH:1][CH:39]=[NH:41])[CH:7]=[N:6]2)=[O:30])[N:17]=1, predict the reactants needed to synthesize it. (4) Given the product [NH:8]1[CH:13]=[CH:12][C:11](=[O:14])[CH2:10][CH:9]1[C:15]1[CH:16]=[N:17][CH:18]=[CH:19][CH:20]=1, predict the reactants needed to synthesize it. The reactants are: C[Si](C)(C)CCS([N:8]1[CH:13]=[CH:12][C:11](=[O:14])[CH2:10][CH:9]1[C:15]1[CH:16]=[N:17][CH:18]=[CH:19][CH:20]=1)(=O)=O.[F-].[Cs+].C(O)(=O)C.